From a dataset of Forward reaction prediction with 1.9M reactions from USPTO patents (1976-2016). Predict the product of the given reaction. (1) Given the reactants [CH3:1][C:2](C)([O-:4])[CH3:3].[K+].[Br:7][C:8]1[CH:9]=[C:10]2[C:15](=[CH:16][CH:17]=1)[N:14]=[CH:13][N:12]=[C:11]2Cl.CC(O)C, predict the reaction product. The product is: [Br:7][C:8]1[CH:9]=[C:10]2[C:15](=[CH:16][CH:17]=1)[N:14]=[CH:13][N:12]=[C:11]2[O:4][CH:2]([CH3:3])[CH3:1]. (2) Given the reactants [F:1][C:2]1[CH:3]=[C:4]([CH:22]=[CH:23][CH:24]=1)[CH2:5][CH:6]1[CH2:11][C:10]([N:18]([CH3:20])[CH3:19])([C:12]2[CH:17]=[CH:16][CH:15]=[CH:14][CH:13]=2)[CH2:9][CH2:8][C:7]1=[O:21].[CH:25]1[CH:26]=[CH:27][C:28]2[NH:33][CH:32]=[C:31]([CH2:34][CH2:35]O)[C:29]=2[CH:30]=1.C[Si](OS(C(F)(F)F)(=O)=O)(C)C, predict the reaction product. The product is: [F:1][C:2]1[CH:3]=[C:4]([CH:22]=[CH:23][CH:24]=1)[CH2:5][CH:6]1[C:7]2([C:32]3[NH:33][C:28]4[C:29]([C:31]=3[CH2:34][CH2:35][O:21]2)=[CH:30][CH:25]=[CH:26][CH:27]=4)[CH2:8][CH2:9][C:10]([C:12]2[CH:13]=[CH:14][CH:15]=[CH:16][CH:17]=2)([N:18]([CH3:19])[CH3:20])[CH2:11]1. (3) Given the reactants [CH2:1]([O:3][C:4](=[O:19])/[C:5](/[C:11]1[CH:16]=[CH:15][C:14](SC)=[CH:13][CH:12]=1)=[CH:6]/[CH2:7][CH:8]([CH3:10])[CH3:9])[CH3:2].O[O:21][S:22]([O-:24])=O.[K+].[CH3:26]O, predict the reaction product. The product is: [CH2:1]([O:3][C:4](=[O:19])/[C:5](/[C:11]1[CH:12]=[CH:13][C:14]([S:22]([CH3:26])(=[O:24])=[O:21])=[CH:15][CH:16]=1)=[CH:6]/[CH2:7][CH:8]([CH3:10])[CH3:9])[CH3:2]. (4) Given the reactants [CH3:1][C:2]1[C:7](=[O:8])[N:6]([C:9]2[CH:10]=[C:11]([C:15]3[CH:20]=[CH:19][CH:18]=[CH:17][CH:16]=3)[CH:12]=[CH:13][CH:14]=2)[C:5]2[N:21]=[CH:22][CH:23]=[CH:24][C:4]=2[N:3]=1.[Br:25]N1C(=O)CCC1=O, predict the reaction product. The product is: [Br:25][CH2:1][C:2]1[C:7](=[O:8])[N:6]([C:9]2[CH:10]=[C:11]([C:15]3[CH:20]=[CH:19][CH:18]=[CH:17][CH:16]=3)[CH:12]=[CH:13][CH:14]=2)[C:5]2[N:21]=[CH:22][CH:23]=[CH:24][C:4]=2[N:3]=1.